The task is: Predict the reaction yield, written as a fraction of the theoretical maximum amount of product (1.0 means a 100% yield; for example, 0.34 means a 34% yield).. This data is from Reaction yield outcomes from USPTO patents with 853,638 reactions. The reactants are [CH2:1]([O:8][C:9]1[CH:14]=[CH:13][C:12]([CH2:15][C:16](Cl)=[N:17][OH:18])=[CH:11][CH:10]=1)[C:2]1[CH:7]=[CH:6][CH:5]=[CH:4][CH:3]=1.O1CCCC1.[C:25]([C:27]1[CH:28]=[CH:29][C:30]([NH2:34])=[N:31][C:32]=1[CH3:33])#[CH:26].C(N(CC)CC)C. The catalyst is O. The product is [CH2:1]([O:8][C:9]1[CH:14]=[CH:13][C:12]([CH2:15][C:16]2[CH:26]=[C:25]([C:27]3[CH:28]=[CH:29][C:30]([NH2:34])=[N:31][C:32]=3[CH3:33])[O:18][N:17]=2)=[CH:11][CH:10]=1)[C:2]1[CH:7]=[CH:6][CH:5]=[CH:4][CH:3]=1. The yield is 0.570.